From a dataset of Reaction yield outcomes from USPTO patents with 853,638 reactions. Predict the reaction yield, written as a fraction of the theoretical maximum amount of product (1.0 means a 100% yield; for example, 0.34 means a 34% yield). (1) The reactants are [PH2:1]([O-:3])=[O:2].[NH4+].C[Si](C)(C)[NH:7][Si](C)(C)C.[F:14][C@@H:15]([CH2:25]I)[CH2:16][NH:17][C:18](=[O:24])[O:19][C:20]([CH3:23])([CH3:22])[CH3:21].COC1C=CC2CC3N(C(CC4C=CC=CC=4)C=2C=1OC)CCC1C3=CC(OC)=C(OC)C=1.FC(C)CP(=O)O.[NH4+].[OH-].N. The catalyst is O.C1(C)C=CC=CC=1. The product is [NH4+:7].[PH2:1](=[O:3])[O:2][CH2:25][C@H:15]([F:14])[CH2:16][NH:17][C:18]([O:19][C:20]([CH3:23])([CH3:22])[CH3:21])=[O:24]. The yield is 0.510. (2) The reactants are [F:1][C:2]1[CH:7]=[C:6]([F:8])[CH:5]=[CH:4][C:3]=1[N:9]1[C:13]([C:14]2[S:23][C:22]3[C:21]4[CH:24]=[C:25]([C:28](O)=[O:29])[CH:26]=[CH:27][C:20]=4[O:19][CH2:18][CH2:17][C:16]=3[CH:15]=2)=[N:12][CH:11]=[N:10]1.CN(C(ON1N=NC2C=CC=NC1=2)=[N+](C)C)C.F[P-](F)(F)(F)(F)F.CCN(C(C)C)C(C)C.[CH3:64][N:65]([CH3:71])[C@H:66]1[CH2:70][CH2:69][NH:68][CH2:67]1. The catalyst is CN(C=O)C.CCOC(C)=O. The product is [F:1][C:2]1[CH:7]=[C:6]([F:8])[CH:5]=[CH:4][C:3]=1[N:9]1[C:13]([C:14]2[S:23][C:22]3[C:21]4[CH:24]=[C:25]([C:28]([N:68]5[CH2:69][CH2:70][C@H:66]([N:65]([CH3:71])[CH3:64])[CH2:67]5)=[O:29])[CH:26]=[CH:27][C:20]=4[O:19][CH2:18][CH2:17][C:16]=3[CH:15]=2)=[N:12][CH:11]=[N:10]1. The yield is 0.580. (3) The reactants are CC(OI1(OC(C)=O)(OC(C)=O)OC(=O)C2C=CC=CC1=2)=O.[Br:23][C:24]1[CH:25]=[CH:26][C:27]2[N:28]([CH2:38][CH:39]([OH:48])[CH2:40][O:41][C:42]3[CH:47]=[CH:46][CH:45]=[CH:44][CH:43]=3)[C:29]3[C:34]([C:35]=2[CH:36]=1)=[CH:33][C:32]([Br:37])=[CH:31][CH:30]=3. The catalyst is ClCCl.CCOC(C)=O. The product is [Br:23][C:24]1[CH:25]=[CH:26][C:27]2[N:28]([CH2:38][C:39](=[O:48])[CH2:40][O:41][C:42]3[CH:43]=[CH:44][CH:45]=[CH:46][CH:47]=3)[C:29]3[C:34]([C:35]=2[CH:36]=1)=[CH:33][C:32]([Br:37])=[CH:31][CH:30]=3. The yield is 0.740. (4) The reactants are [C:1]([O:5][C:6](=[O:22])[NH:7][C:8]1[C:9]([CH3:21])=[C:10](Br)[C:11]2[O:15][C:14]([CH3:17])([CH3:16])[CH2:13][C:12]=2[C:18]=1[CH3:19])([CH3:4])([CH3:3])[CH3:2].C([Li])CCC.[CH:28]([C:31]1[CH:38]=[CH:37][C:34]([CH:35]=[O:36])=[CH:33][CH:32]=1)([CH3:30])[CH3:29].O. The catalyst is C1COCC1. The product is [C:1]([O:5][C:6](=[O:22])[NH:7][C:8]1[C:9]([CH3:21])=[C:10]([CH:35]([OH:36])[C:34]2[CH:37]=[CH:38][C:31]([CH:28]([CH3:29])[CH3:30])=[CH:32][CH:33]=2)[C:11]2[O:15][C:14]([CH3:17])([CH3:16])[CH2:13][C:12]=2[C:18]=1[CH3:19])([CH3:4])([CH3:3])[CH3:2]. The yield is 0.590.